This data is from Merck oncology drug combination screen with 23,052 pairs across 39 cell lines. The task is: Regression. Given two drug SMILES strings and cell line genomic features, predict the synergy score measuring deviation from expected non-interaction effect. (1) Drug 1: O=S1(=O)NC2(CN1CC(F)(F)F)C1CCC2Cc2cc(C=CCN3CCC(C(F)(F)F)CC3)ccc2C1. Drug 2: O=C(CCCCCCC(=O)Nc1ccccc1)NO. Cell line: A2780. Synergy scores: synergy=-0.953. (2) Drug 1: O=C(O)C1(Cc2cccc(Nc3nccs3)n2)CCC(Oc2cccc(Cl)c2F)CC1. Drug 2: CCc1cnn2c(NCc3ccc[n+]([O-])c3)cc(N3CCCCC3CCO)nc12. Cell line: HT29. Synergy scores: synergy=0.794. (3) Drug 1: O=S1(=O)NC2(CN1CC(F)(F)F)C1CCC2Cc2cc(C=CCN3CCC(C(F)(F)F)CC3)ccc2C1. Drug 2: CCC1(O)CC2CN(CCc3c([nH]c4ccccc34)C(C(=O)OC)(c3cc4c(cc3OC)N(C)C3C(O)(C(=O)OC)C(OC(C)=O)C5(CC)C=CCN6CCC43C65)C2)C1. Cell line: RKO. Synergy scores: synergy=42.8. (4) Drug 1: COc1cc(C2c3cc4c(cc3C(OC3OC5COC(C)OC5C(O)C3O)C3COC(=O)C23)OCO4)cc(OC)c1O. Drug 2: Cn1nnc2c(C(N)=O)ncn2c1=O. Cell line: PA1. Synergy scores: synergy=-13.1.